This data is from Forward reaction prediction with 1.9M reactions from USPTO patents (1976-2016). The task is: Predict the product of the given reaction. (1) Given the reactants Br[C:2]1[CH:3]=[C:4]([CH:21]=[C:22]([Cl:24])[CH:23]=1)[CH2:5][O:6][C:7]1[CH:12]=[CH:11][CH:10]=[CH:9][C:8]=1[CH2:13][C:14]([O:16][C:17]([CH3:20])([CH3:19])[CH3:18])=[O:15].[CH2:25]([Sn](CCCC)(CCCC)CCCC)[CH:26]=[CH2:27], predict the reaction product. The product is: [CH2:27]([C:2]1[CH:3]=[C:4]([CH:21]=[C:22]([Cl:24])[CH:23]=1)[CH2:5][O:6][C:7]1[CH:12]=[CH:11][CH:10]=[CH:9][C:8]=1[CH2:13][C:14]([O:16][C:17]([CH3:20])([CH3:19])[CH3:18])=[O:15])[CH:26]=[CH2:25]. (2) Given the reactants [NH2:1][CH2:2][CH2:3][C:4]1[CH:9]=[CH:8][CH:7]=[CH:6][C:5]=1[C:10]1[CH:15]=[CH:14][C:13]([C@H:16]2[C@H:21]([C:22]3[CH:27]=[CH:26][N:25]([CH3:28])[C:24](=[O:29])[CH:23]=3)[CH2:20][CH2:19][N:18]([C:30]([O:32][C:33]([CH3:36])([CH3:35])[CH3:34])=[O:31])[CH2:17]2)=[C:12]([Cl:37])[CH:11]=1.CCN(CC)CC.[C:45](Cl)(=[O:48])[O:46][CH3:47], predict the reaction product. The product is: [C:33]([O:32][C:30]([N:18]1[CH2:19][CH2:20][C@@H:21]([C:22]2[CH:27]=[CH:26][N:25]([CH3:28])[C:24](=[O:29])[CH:23]=2)[C@H:16]([C:13]2[CH:14]=[CH:15][C:10]([C:5]3[CH:6]=[CH:7][CH:8]=[CH:9][C:4]=3[CH2:3][CH2:2][NH:1][C:45]([O:46][CH3:47])=[O:48])=[CH:11][C:12]=2[Cl:37])[CH2:17]1)=[O:31])([CH3:34])([CH3:36])[CH3:35]. (3) Given the reactants C(OC([NH:8][C:9]([CH3:36])([CH2:29][C:30]1[CH:35]=[CH:34][CH:33]=[CH:32][CH:31]=1)[CH2:10][O:11][CH2:12][C:13]1[CH:14]=[C:15]([CH:19]=[C:20]([C:22]2([C:27]#[N:28])[CH2:26][CH2:25][CH2:24][CH2:23]2)[CH:21]=1)[C:16]([OH:18])=O)=O)(C)(C)C.[Cl:37][C:38]1[CH:43]=[CH:42][CH:41]=[CH:40][C:39]=1[CH:44]([NH2:46])[CH3:45], predict the reaction product. The product is: [NH2:8][C:9]([CH3:36])([CH2:29][C:30]1[CH:35]=[CH:34][CH:33]=[CH:32][CH:31]=1)[CH2:10][O:11][CH2:12][C:13]1[CH:14]=[C:15]([CH:19]=[C:20]([C:22]2([C:27]#[N:28])[CH2:23][CH2:24][CH2:25][CH2:26]2)[CH:21]=1)[C:16]([NH:46][CH:44]([C:39]1[CH:40]=[CH:41][CH:42]=[CH:43][C:38]=1[Cl:37])[CH3:45])=[O:18].